Dataset: Ames mutagenicity test results for genotoxicity prediction. Task: Regression/Classification. Given a drug SMILES string, predict its toxicity properties. Task type varies by dataset: regression for continuous values (e.g., LD50, hERG inhibition percentage) or binary classification for toxic/non-toxic outcomes (e.g., AMES mutagenicity, cardiotoxicity, hepatotoxicity). Dataset: ames. (1) The drug is O=C(O)C=C(C(Cl)Cl)C(Cl)Cl. The result is 1 (mutagenic). (2) The drug is c1ccc2c(c1)-c1cc3ccc4ccccc4c3cc1C1OC21. The result is 1 (mutagenic). (3) The molecule is CCN(CC)c1ccc(C(=C2C=CC(=[N+](CC)CC)C=C2)c2ccc(N(CC)CC)cc2)cc1. The result is 1 (mutagenic). (4) The molecule is O=C(c1ccc(-c2ccccc2)cc1)C1OC1c1ccccc1. The result is 0 (non-mutagenic). (5) The drug is CC1COc2c(C3(N)CC3)c(F)cc3c(=O)c(C(=O)O)cn1c23. The result is 0 (non-mutagenic). (6) The compound is Cc1c2ccccc2c(CBr)c2ccccc12. The result is 1 (mutagenic). (7) The drug is O=C(C1CCCCC1)N1CC(=O)N2CCc3ccccc3C2C1. The result is 0 (non-mutagenic).